From a dataset of NCI-60 drug combinations with 297,098 pairs across 59 cell lines. Regression. Given two drug SMILES strings and cell line genomic features, predict the synergy score measuring deviation from expected non-interaction effect. Synergy scores: CSS=7.64, Synergy_ZIP=-3.35, Synergy_Bliss=-2.12, Synergy_Loewe=-32.0, Synergy_HSA=-3.56. Drug 1: C1C(C(OC1N2C=C(C(=O)NC2=O)F)CO)O. Drug 2: CN1C(=O)N2C=NC(=C2N=N1)C(=O)N. Cell line: M14.